This data is from Forward reaction prediction with 1.9M reactions from USPTO patents (1976-2016). The task is: Predict the product of the given reaction. (1) Given the reactants [CH3:1][O:2][C:3]([C:5]1[NH:6][C:7]2[C:12]([CH:13]=1)=[CH:11][CH:10]=[CH:9][CH:8]=2)=[O:4].[OH-].[K+].[I:16]I, predict the reaction product. The product is: [CH3:1][O:2][C:3]([C:5]1[NH:6][C:7]2[C:12]([C:13]=1[I:16])=[CH:11][CH:10]=[CH:9][CH:8]=2)=[O:4]. (2) Given the reactants [Cl:1][C:2]1[CH:7]=[C:6]([F:8])[C:5]([N+:9]([O-])=O)=[CH:4][C:3]=1[N:12]1[CH2:21][C:20]2[C:15](=[N:16][C:17]([S:22][CH3:23])=[N:18][CH:19]=2)[N:14]([CH3:24])[C:13]1=[O:25].Cl, predict the reaction product. The product is: [NH2:9][C:5]1[C:6]([F:8])=[CH:7][C:2]([Cl:1])=[C:3]([N:12]2[CH2:21][C:20]3[C:15](=[N:16][C:17]([S:22][CH3:23])=[N:18][CH:19]=3)[N:14]([CH3:24])[C:13]2=[O:25])[CH:4]=1.